Task: Predict the reactants needed to synthesize the given product.. Dataset: Full USPTO retrosynthesis dataset with 1.9M reactions from patents (1976-2016) (1) Given the product [N:1]1([C:10]2[S:14][C:13]([C:15]([NH:38][CH2:37][CH2:35][OH:36])=[O:16])=[C:12]([O:18][CH2:19][C:20]3[CH:25]=[CH:24][CH:23]=[CH:22][C:21]=3[CH3:26])[CH:11]=2)[C:5]2[CH:6]=[CH:7][CH:8]=[CH:9][C:4]=2[N:3]=[CH:2]1, predict the reactants needed to synthesize it. The reactants are: [N:1]1([C:10]2[S:14][C:13]([C:15](O)=[O:16])=[C:12]([O:18][CH2:19][C:20]3[CH:25]=[CH:24][CH:23]=[CH:22][C:21]=3[CH3:26])[CH:11]=2)[C:5]2[CH:6]=[CH:7][CH:8]=[CH:9][C:4]=2[N:3]=[CH:2]1.ClC(N(C)C)=C(C)C.[CH2:35]([CH2:37][NH2:38])[OH:36].C(N(C(C)C)CC)(C)C. (2) Given the product [CH3:7][C:6]([N+:3]([O-:5])=[O:4])([CH3:8])[CH2:11][CH2:10][C:9]([O:13][CH3:14])=[O:12], predict the reactants needed to synthesize it. The reactants are: [F-].[K+].[N+:3]([CH:6]([CH3:8])[CH3:7])([O-:5])=[O:4].[C:9]([O:13][CH3:14])(=[O:12])[CH:10]=[CH2:11]. (3) Given the product [N+:2]1([O-:1])[C:11]2[C:6](=[CH:7][CH:8]=[CH:9][CH:10]=2)[C:5]([CH:12]=[O:13])=[CH:4][CH:3]=1, predict the reactants needed to synthesize it. The reactants are: [O-:1][N+:2]1[C:11]2[C:6](=[CH:7][CH:8]=[CH:9][CH:10]=2)[C:5]([CH2:12][OH:13])=[CH:4][CH:3]=1.CC(OI1(OC(C)=O)(OC(C)=O)OC(=O)C2C=CC=CC1=2)=O.[OH-].[Na+].C(OCC)(=O)C. (4) The reactants are: Cl.[NH:2]1[CH2:7][CH2:6][CH:5]([N:8]2[CH:12]=[C:11]([C:13]3[CH:36]=[CH:35][C:16]4[N:17]([C:20]5[CH:21]=[C:22]([NH:26][C:27]([NH:29][CH2:30][C:31]([F:34])([F:33])[F:32])=[O:28])[CH:23]=[CH:24][CH:25]=5)[CH:18]=[N:19][C:15]=4[CH:14]=3)[CH:10]=[N:9]2)[CH2:4][CH2:3]1.[CH3:37][N:38]1[CH:42]=[CH:41][C:40]([S:43](Cl)(=[O:45])=[O:44])=[N:39]1.C(N(CC)CC)C. Given the product [CH3:37][N:38]1[CH:42]=[CH:41][C:40]([S:43]([N:2]2[CH2:3][CH2:4][CH:5]([N:8]3[CH:12]=[C:11]([C:13]4[CH:36]=[CH:35][C:16]5[N:17]([C:20]6[CH:21]=[C:22]([NH:26][C:27]([NH:29][CH2:30][C:31]([F:33])([F:32])[F:34])=[O:28])[CH:23]=[CH:24][CH:25]=6)[CH:18]=[N:19][C:15]=5[CH:14]=4)[CH:10]=[N:9]3)[CH2:6][CH2:7]2)(=[O:45])=[O:44])=[N:39]1, predict the reactants needed to synthesize it. (5) Given the product [ClH:2].[Cl:15][C:11]1[CH:10]=[C:9]([C:7]2[N:6]=[C:5]3[CH2:16][CH2:17][CH2:18][C:4]3=[C:3]([NH:19][C:20]3[CH:25]=[CH:24][C:23]([CH2:26][C:27]#[N:28])=[C:22]([CH3:29])[CH:21]=3)[CH:8]=2)[CH:14]=[CH:13][CH:12]=1, predict the reactants needed to synthesize it. The reactants are: Cl.[Cl:2][C:3]1[CH:8]=[C:7]([C:9]2[CH:14]=[CH:13][CH:12]=[C:11]([Cl:15])[CH:10]=2)[N:6]=[C:5]2[CH2:16][CH2:17][CH2:18][C:4]=12.[NH2:19][C:20]1[CH:25]=[CH:24][C:23]([CH2:26][C:27]#[N:28])=[C:22]([CH3:29])[CH:21]=1.